Dataset: Full USPTO retrosynthesis dataset with 1.9M reactions from patents (1976-2016). Task: Predict the reactants needed to synthesize the given product. (1) The reactants are: [CH3:1][C:2]1[CH:3]=[C:4]([CH:8]=[CH:9][C:10]=1[N:11]1[C:17](=[O:18])[CH2:16][CH2:15][O:14][CH2:13][CH2:12]1)[C:5]([OH:7])=O.[Cl:19][C:20]1[CH:33]=[CH:32][C:23]2[NH:24][C:25]([C@@H:27]([NH2:31])[CH2:28][O:29][CH3:30])=[N:26][C:22]=2[CH:21]=1.CN(C(ON1N=NC2C=CC=CC1=2)=[N+](C)C)C.[B-](F)(F)(F)F.CN1CCOCC1. Given the product [Cl:19][C:20]1[CH:33]=[CH:32][C:23]2[NH:24][C:25]([C@@H:27]([NH:31][C:5](=[O:7])[C:4]3[CH:8]=[CH:9][C:10]([N:11]4[C:17](=[O:18])[CH2:16][CH2:15][O:14][CH2:13][CH2:12]4)=[C:2]([CH3:1])[CH:3]=3)[CH2:28][O:29][CH3:30])=[N:26][C:22]=2[CH:21]=1, predict the reactants needed to synthesize it. (2) The reactants are: [Cl:1][C:2]1[CH:27]=[N:26][CH:25]=[CH:24][C:3]=1[C:4]([NH:6][C:7]1[CH:12]=[C:11]([C:13]([F:22])([C:18]([F:21])([F:20])[F:19])[C:14]([F:17])([F:16])[F:15])[CH:10]=[CH:9][C:8]=1O)=[O:5].O1CCCC1.C1(P(C2C=CC=CC=2)C2C=CC=CC=2)C=CC=CC=1.N(C(OCC)=O)=NC(OCC)=O. Given the product [Cl:1][C:2]1[CH:27]=[N:26][CH:25]=[CH:24][C:3]=1[C:4]1[O:5][C:8]2[CH:9]=[CH:10][C:11]([C:13]([F:22])([C:18]([F:20])([F:19])[F:21])[C:14]([F:17])([F:16])[F:15])=[CH:12][C:7]=2[N:6]=1, predict the reactants needed to synthesize it. (3) Given the product [C:29]([O:33][C:34](=[O:44])[NH:35][CH2:36][CH2:37][CH:38]1[CH2:39][CH2:40][N:41]([C:11](=[O:12])[C:10]2[CH:14]=[C:15]([O:17][C:18]3[CH:19]=[CH:20][C:21]([C:24]#[N:25])=[CH:22][CH:23]=3)[CH:16]=[C:8]([O:7][CH2:6][C:5]3[CH:26]=[CH:27][CH:28]=[C:3]([C:1]#[N:2])[CH:4]=3)[CH:9]=2)[CH2:42][CH2:43]1)([CH3:32])([CH3:30])[CH3:31], predict the reactants needed to synthesize it. The reactants are: [C:1]([C:3]1[CH:4]=[C:5]([CH:26]=[CH:27][CH:28]=1)[CH2:6][O:7][C:8]1[CH:9]=[C:10]([CH:14]=[C:15]([O:17][C:18]2[CH:23]=[CH:22][C:21]([C:24]#[N:25])=[CH:20][CH:19]=2)[CH:16]=1)[C:11](O)=[O:12])#[N:2].[C:29]([O:33][C:34](=[O:44])[NH:35][CH2:36][CH2:37][CH:38]1[CH2:43][CH2:42][NH:41][CH2:40][CH2:39]1)([CH3:32])([CH3:31])[CH3:30].